Dataset: Reaction yield outcomes from USPTO patents with 853,638 reactions. Task: Predict the reaction yield, written as a fraction of the theoretical maximum amount of product (1.0 means a 100% yield; for example, 0.34 means a 34% yield). (1) The reactants are I[C:2]1[CH:7]=[CH:6][C:5]([O:8][CH2:9][CH2:10][O:11][CH3:12])=[CH:4][CH:3]=1.Br[C:14]([F:21])([F:20])[C:15]([O:17][CH2:18][CH3:19])=[O:16].[Cl-].[NH4+]. The catalyst is CS(C)=O.[Cu]. The product is [F:20][C:14]([F:21])([C:2]1[CH:7]=[CH:6][C:5]([O:8][CH2:9][CH2:10][O:11][CH3:12])=[CH:4][CH:3]=1)[C:15]([O:17][CH2:18][CH3:19])=[O:16]. The yield is 0.240. (2) The reactants are [NH2:1][C:2]1[C:7]([NH2:8])=[CH:6][C:5]([N+:9]([O-:11])=[O:10])=[CH:4][C:3]=1[O:12][CH3:13].[F:14][CH:15]([F:19])[C:16](O)=O. The catalyst is O. The yield is 0.910. The product is [F:14][CH:15]([F:19])[C:16]1[NH:8][C:7]2[CH:6]=[C:5]([N+:9]([O-:11])=[O:10])[CH:4]=[C:3]([O:12][CH3:13])[C:2]=2[N:1]=1. (3) The reactants are C[O:2][C:3](=[O:24])[C:4]1[CH:9]=[CH:8][C:7]([O:10][CH2:11][C:12]2[C:13]([C:18]3[CH:23]=[CH:22][N:21]=[CH:20][N:19]=3)=[N:14][O:15][C:16]=2[CH3:17])=[N:6][CH:5]=1.COC(=O)C1C=CC(OCC2C(C3C=CC=CN=3)=NOC=2C)=NC=1. No catalyst specified. The product is [CH3:17][C:16]1[O:15][N:14]=[C:13]([C:18]2[CH:23]=[CH:22][N:21]=[CH:20][N:19]=2)[C:12]=1[CH2:11][O:10][C:7]1[CH:8]=[CH:9][C:4]([C:3]([OH:24])=[O:2])=[CH:5][N:6]=1. The yield is 0.830. (4) The reactants are [Br:1][C:2]1[CH:3]=[CH:4][C:5]2[N:6]([C:8]([C:11]([F:31])([F:30])[C:12]3[N:17]=[N:16][C:15]([NH:18]CC4C=CC(OC)=CC=4OC)=[CH:14][CH:13]=3)=[N:9][N:10]=2)[CH:7]=1.C1(OC)C=CC=CC=1. The catalyst is C(O)(C(F)(F)F)=O. The product is [Br:1][C:2]1[CH:3]=[CH:4][C:5]2[N:6]([C:8]([C:11]([F:31])([F:30])[C:12]3[N:17]=[N:16][C:15]([NH2:18])=[CH:14][CH:13]=3)=[N:9][N:10]=2)[CH:7]=1. The yield is 0.960.